Dataset: Full USPTO retrosynthesis dataset with 1.9M reactions from patents (1976-2016). Task: Predict the reactants needed to synthesize the given product. (1) Given the product [F:14][C:11]1([F:15])[CH2:12][CH2:13][CH:8]([NH2:7])[CH2:9][CH2:10]1, predict the reactants needed to synthesize it. The reactants are: C(OC(=O)[NH:7][CH:8]1[CH2:13][CH2:12][C:11]([F:15])([F:14])[CH2:10][CH2:9]1)(C)(C)C. (2) Given the product [F:70][C:71]1[CH:76]=[CH:75][C:74]([CH3:77])=[CH:73][C:72]=1[C:78]1[CH:83]=[C:82]([NH:84][C:2]2[CH:7]=[CH:6][N:5]=[C:4]3[CH:8]=[N:9][N:10]([CH:11]4[CH2:12][CH2:13][NH:14][CH2:15][CH2:16]4)[C:3]=23)[CH:81]=[CH:80][N:79]=1, predict the reactants needed to synthesize it. The reactants are: I[C:2]1[CH:7]=[CH:6][N:5]=[C:4]2[CH:8]=[N:9][N:10]([CH:11]3[CH2:16][CH2:15][N:14](C(OC(C)(C)C)=O)[CH2:13][CH2:12]3)[C:3]=12.C1(P(C2C=CC=CC=2)C2C=CC3C(=CC=CC=3)C=2C2C3C(=CC=CC=3)C=CC=2P(C2C=CC=CC=2)C2C=CC=CC=2)C=CC=CC=1.[F:70][C:71]1[CH:76]=[CH:75][C:74]([CH3:77])=[CH:73][C:72]=1[C:78]1[CH:83]=[C:82]([NH2:84])[CH:81]=[CH:80][N:79]=1.CC(C)([O-])C. (3) Given the product [NH2:1][C:2]1[N:6]([C:7]2[CH:8]=[CH:9][C:10]([F:13])=[CH:11][CH:12]=2)[N:5]=[CH:4][C:3]=1[C:14]([NH:16][CH2:17][C:18]([CH2:24][NH:25][C:38]([C:37]1[C:36]([Cl:35])=[CH:44][CH:43]=[CH:42][C:41]=1[Cl:45])=[O:39])([OH:23])[C:19]([F:22])([F:21])[F:20])=[O:15], predict the reactants needed to synthesize it. The reactants are: [NH2:1][C:2]1[N:6]([C:7]2[CH:12]=[CH:11][C:10]([F:13])=[CH:9][CH:8]=2)[N:5]=[CH:4][C:3]=1[C:14]([NH:16][CH2:17][C:18]([CH2:24][NH2:25])([OH:23])[C:19]([F:22])([F:21])[F:20])=[O:15].C(N(C(C)C)CC)(C)C.[Cl:35][C:36]1[CH:44]=[CH:43][CH:42]=[C:41]([Cl:45])[C:37]=1[C:38](Cl)=[O:39]. (4) Given the product [Cl:31][C:28]1[CH:29]=[CH:30][C:25]([NH:1][CH2:2][C@@H:3]2[C@H:8]([CH3:9])[CH2:7][CH2:6][CH2:5][N:4]2[C:10]([C:12]2[CH:17]=[CH:16][CH:15]=[C:14]([F:18])[C:13]=2[N:19]2[N:23]=[CH:22][CH:21]=[N:20]2)=[O:11])=[N:26][CH:27]=1, predict the reactants needed to synthesize it. The reactants are: [NH2:1][CH2:2][C@@H:3]1[C@H:8]([CH3:9])[CH2:7][CH2:6][CH2:5][N:4]1[C:10]([C:12]1[CH:17]=[CH:16][CH:15]=[C:14]([F:18])[C:13]=1[N:19]1[N:23]=[CH:22][CH:21]=[N:20]1)=[O:11].Br[C:25]1[CH:30]=[CH:29][C:28]([Cl:31])=[CH:27][N:26]=1. (5) Given the product [CH3:21][O:20][C:14]1[CH:13]=[C:12]([CH:17]=[C:16]([O:18][CH3:19])[CH:15]=1)[CH2:11][CH2:10][C:8]1[N:9]=[C:4]2[CH:3]=[C:2]([C:31]3[CH:36]=[CH:35][CH:34]=[C:33]([N:37]4[CH2:38][CH2:39][NH:40][CH2:41][CH2:42]4)[CH:32]=3)[NH:22][C:5]2=[N:6][CH:7]=1, predict the reactants needed to synthesize it. The reactants are: Br[C:2]1[NH:22][C:5]2=[N:6][CH:7]=[C:8]([CH2:10][CH2:11][C:12]3[CH:17]=[C:16]([O:18][CH3:19])[CH:15]=[C:14]([O:20][CH3:21])[CH:13]=3)[N:9]=[C:4]2[CH:3]=1.CC1(C)C(C)(C)OB([C:31]2[CH:32]=[C:33]([N:37]3[CH2:42][CH2:41][NH:40][CH2:39][CH2:38]3)[CH:34]=[CH:35][CH:36]=2)O1.